The task is: Predict the reactants needed to synthesize the given product.. This data is from Full USPTO retrosynthesis dataset with 1.9M reactions from patents (1976-2016). (1) Given the product [C:26]([C@@H:24]1[CH2:25][C@H:20]([N:19]([C:17]([C:8]2[C:9]([NH:11][CH2:12][CH2:13][CH2:14][O:15][CH3:16])=[N:10][C:5]([C:1]([CH3:4])([CH3:3])[CH3:2])=[N:6][CH:7]=2)=[O:18])[CH2:39][CH:40]([CH3:42])[CH3:41])[CH2:21][N:22]([C:32]([O:34][C:35]([CH3:38])([CH3:36])[CH3:37])=[O:33])[CH2:23]1)(=[O:31])[CH3:43], predict the reactants needed to synthesize it. The reactants are: [C:1]([C:5]1[N:10]=[C:9]([NH:11][CH2:12][CH2:13][CH2:14][O:15][CH3:16])[C:8]([C:17]([N:19]([CH2:39][CH:40]([CH3:42])[CH3:41])[C@H:20]2[CH2:25][C@@H:24]([C:26](=[O:31])N(OC)C)[CH2:23][N:22]([C:32]([O:34][C:35]([CH3:38])([CH3:37])[CH3:36])=[O:33])[CH2:21]2)=[O:18])=[CH:7][N:6]=1)([CH3:4])([CH3:3])[CH3:2].[CH3:43][Mg]Br.[Cl-].[NH4+]. (2) The reactants are: [CH:1]1[C:10]2[C:5](=[CH:6][CH:7]=[CH:8][CH:9]=2)[CH:4]=[CH:3][CH:2]=1.[S:11](=[O:15])(=[O:14])([OH:13])O. Given the product [C:9]1([S:11]([OH:15])(=[O:14])=[O:13])[C:10]2[CH:1]=[CH:2][CH:3]=[C:4]([S:11]([OH:13])(=[O:15])=[O:14])[C:5]=2[CH:6]=[C:7]([S:11]([OH:13])(=[O:15])=[O:14])[CH:8]=1, predict the reactants needed to synthesize it. (3) Given the product [F:18][C:19]1[CH:20]=[C:21]2[C:25](=[CH:26][CH:27]=1)[NH:24][N:23]=[C:22]2[NH:28][C:2]1[C:11]2[C:6](=[CH:7][CH:8]=[C:9]([S:12]([CH:15]([CH3:17])[CH3:16])(=[O:14])=[O:13])[CH:10]=2)[N:5]=[CH:4][N:3]=1, predict the reactants needed to synthesize it. The reactants are: Cl[C:2]1[C:11]2[C:6](=[CH:7][CH:8]=[C:9]([S:12]([CH:15]([CH3:17])[CH3:16])(=[O:14])=[O:13])[CH:10]=2)[N:5]=[CH:4][N:3]=1.[F:18][C:19]1[CH:20]=[C:21]2[C:25](=[CH:26][CH:27]=1)[NH:24][N:23]=[C:22]2[NH2:28]. (4) The reactants are: [Cl:1][C:2]1[CH:16]=[CH:15][C:5]([CH2:6][O:7][C:8]2[CH:13]=[CH:12][NH:11][C:10](=[O:14])[CH:9]=2)=[C:4]([F:17])[CH:3]=1.Br[C:19]1[CH:20]=[CH:21][C:22]2[C:23]3[CH2:33][CH2:32][N:31](C(OC(C)(C)C)=O)[CH2:30][CH2:29][C:24]=3[N:25]([CH3:28])[C:26]=2[CH:27]=1.OC1C=CC=C2C=1N=CC=C2.C([O-])([O-])=O.[Cs+].[Cs+].Cl. Given the product [ClH:1].[Cl:1][C:2]1[CH:16]=[CH:15][C:5]([CH2:6][O:7][C:8]2[CH:13]=[CH:12][N:11]([C:19]3[CH:20]=[CH:21][C:22]4[C:23]5[CH2:33][CH2:32][NH:31][CH2:30][CH2:29][C:24]=5[N:25]([CH3:28])[C:26]=4[CH:27]=3)[C:10](=[O:14])[CH:9]=2)=[C:4]([F:17])[CH:3]=1, predict the reactants needed to synthesize it. (5) Given the product [CH:7]1([CH2:6][CH:2]([N:1]2[CH2:15][C:14]3[C:2](=[CH:6][CH:7]=[CH:8][CH:9]=3)[C:3]2=[O:4])[C:3]([OH:5])=[O:4])[CH2:13][CH2:12][CH2:11][CH2:10][CH2:9][CH2:8]1, predict the reactants needed to synthesize it. The reactants are: [NH2:1][CH:2]([CH2:6][CH:7]1[CH2:13][CH2:12][CH2:11][CH2:10][CH2:9][CH2:8]1)[C:3]([OH:5])=[O:4].[C:14](#N)[CH3:15].